This data is from Peptide-MHC class I binding affinity with 185,985 pairs from IEDB/IMGT. The task is: Regression. Given a peptide amino acid sequence and an MHC pseudo amino acid sequence, predict their binding affinity value. This is MHC class I binding data. (1) The peptide sequence is RGGRAFVTI. The MHC is HLA-A02:02 with pseudo-sequence HLA-A02:02. The binding affinity (normalized) is 0.00784. (2) The peptide sequence is HIRQIINTW. The MHC is Mamu-B17 with pseudo-sequence Mamu-B17. The binding affinity (normalized) is 0.278. (3) The peptide sequence is GCGRGGWSYY. The MHC is HLA-A30:02 with pseudo-sequence HLA-A30:02. The binding affinity (normalized) is 0.793. (4) The peptide sequence is YSAEALLPY. The MHC is HLA-B46:01 with pseudo-sequence HLA-B46:01. The binding affinity (normalized) is 0.628. (5) The peptide sequence is FYTTTGIGY. The MHC is HLA-A24:02 with pseudo-sequence HLA-A24:02. The binding affinity (normalized) is 0.00816. (6) The peptide sequence is IMAIGIVSIL. The MHC is HLA-B08:01 with pseudo-sequence HLA-B08:01. The binding affinity (normalized) is 0.436. (7) The peptide sequence is YVIKVSARV. The MHC is HLA-B53:01 with pseudo-sequence HLA-B53:01. The binding affinity (normalized) is 0. (8) The peptide sequence is GFAAPQFSL. The MHC is HLA-A68:02 with pseudo-sequence HLA-A68:02. The binding affinity (normalized) is 0.110.